From a dataset of Reaction yield outcomes from USPTO patents with 853,638 reactions. Predict the reaction yield, written as a fraction of the theoretical maximum amount of product (1.0 means a 100% yield; for example, 0.34 means a 34% yield). (1) The reactants are C([O:3][C:4](=[O:39])[CH2:5][N:6]([C:18]1[CH:23]=[C:22]([Cl:24])[C:21]([O:25][C:26]2[CH:31]=[CH:30][C:29]([O:32]C)=[C:28]([CH:34]([CH2:36][CH3:37])[CH3:35])[CH:27]=2)=[C:20]([Cl:38])[CH:19]=1)[C:7]([O:9][C:10]1[CH:15]=[CH:14][C:13]([O:16]C)=[CH:12][CH:11]=1)=[O:8])C.B(Br)(Br)Br. The catalyst is C(Cl)Cl. The product is [CH:34]([C:28]1[CH:27]=[C:26]([CH:31]=[CH:30][C:29]=1[OH:32])[O:25][C:21]1[C:20]([Cl:38])=[CH:19][C:18]([N:6]([CH2:5][C:4]([OH:39])=[O:3])[C:7]([O:9][C:10]2[CH:11]=[CH:12][C:13]([OH:16])=[CH:14][CH:15]=2)=[O:8])=[CH:23][C:22]=1[Cl:24])([CH2:36][CH3:37])[CH3:35]. The yield is 0.580. (2) The reactants are C(NC(C)C)(C)C.CCCCCC.[F:14][C:15]1([F:22])[CH2:20][CH2:19][C:18](=[O:21])[CH2:17][CH2:16]1.Cl[Si:24]([CH3:27])([CH3:26])[CH3:25].C(N(CC)CC)C.C(=O)([O-])O.[Na+]. The catalyst is C1COCC1.C([Li])CCC. The product is [F:14][C:15]1([F:22])[CH2:20][CH2:19][C:18]([O:21][Si:24]([CH3:27])([CH3:26])[CH3:25])=[CH:17][CH2:16]1. The yield is 0.560. (3) The reactants are [O:1]=[C:2]([CH3:9])[CH2:3][C:4]([O:6][CH2:7][CH3:8])=[O:5].C(=O)([O-])[O-].[K+].[K+].Br[CH2:17][CH2:18]Br. The catalyst is CN(C=O)C. The product is [C:2]([C:3]1([C:4]([O:6][CH2:7][CH3:8])=[O:5])[CH2:18][CH2:17]1)(=[O:1])[CH3:9]. The yield is 0.640. (4) The reactants are [F:1][C:2]1([F:12])[CH2:5][CH:4]([C:6]([CH3:11])([CH3:10])C(O)=O)[CH2:3]1.C1C=CC(P([N:27]=[N+]=[N-])(C2C=CC=CC=2)=O)=CC=1.[Cl:30][C:31]1[CH:32]=[C:33]([C:38]2[C:46]([C:47]([NH2:49])=[O:48])=[C:41]3[CH2:42][NH:43][CH2:44][CH2:45][N:40]3[N:39]=2)[CH:34]=[CH:35][C:36]=1[F:37].C1[CH2:54][O:53]CC1. The catalyst is C1(C)C=CC=CC=1.CCOC(C)=O. The product is [Cl:30][C:31]1[CH:32]=[C:33]([C:38]2[C:46]([C:47]([NH2:49])=[O:48])=[C:41]3[CH2:42][N:43]([C:54]([NH:27][C:6]([CH:4]4[CH2:3][C:2]([F:1])([F:12])[CH2:5]4)([CH3:10])[CH3:11])=[O:53])[CH2:44][CH2:45][N:40]3[N:39]=2)[CH:34]=[CH:35][C:36]=1[F:37]. The yield is 0.410. (5) The reactants are [C:1]([O:4][C:5]1[CH:6]=[C:7]2[C:12](=[CH:13][C:14]=1[O:15][CH3:16])[N:11]=[C:10]([C:17]1[CH:22]=[CH:21][C:20]([C:23]3[CH:28]=[CH:27][CH:26]=[CH:25][CH:24]=3)=[C:19]([F:29])[CH:18]=1)[NH:9][C:8]2=O)(=[O:3])[CH3:2].CN(C=O)C.O=S(Cl)[Cl:38]. No catalyst specified. The product is [C:1]([O:4][C:5]1[CH:6]=[C:7]2[C:12](=[CH:13][C:14]=1[O:15][CH3:16])[N:11]=[C:10]([C:17]1[CH:22]=[CH:21][C:20]([C:23]3[CH:28]=[CH:27][CH:26]=[CH:25][CH:24]=3)=[C:19]([F:29])[CH:18]=1)[N:9]=[C:8]2[Cl:38])(=[O:3])[CH3:2]. The yield is 1.00. (6) The reactants are [Br:1][C:2]1[CH:7]=[C:6](I)[CH:5]=[CH:4][C:3]=1[O:9][CH:10]([F:12])[F:11].[CH:13]([Si:16]([CH:22]([CH3:24])[CH3:23])([CH:19]([CH3:21])[CH3:20])[C:17]#[CH:18])([CH3:15])[CH3:14]. The catalyst is C(N(CC)CC)C.CN(C)C=O. The product is [Br:1][C:2]1[CH:7]=[C:6]([C:18]#[C:17][Si:16]([CH:13]([CH3:15])[CH3:14])([CH:22]([CH3:24])[CH3:23])[CH:19]([CH3:21])[CH3:20])[CH:5]=[CH:4][C:3]=1[O:9][CH:10]([F:12])[F:11]. The yield is 0.940. (7) The product is [Br:1][C:2]1[CH:8]=[CH:7][C:5](/[N:6]=[N:9]/[N:13]2[CH2:17][CH2:16][CH2:15][CH2:14]2)=[CH:4][CH:3]=1. The catalyst is Cl.O.[OH-].[K+]. The yield is 0.462. The reactants are [Br:1][C:2]1[CH:8]=[CH:7][C:5]([NH2:6])=[CH:4][CH:3]=1.[N:9]([O-])=O.[Na+].[NH:13]1[CH2:17][CH2:16][CH2:15][CH2:14]1. (8) The reactants are Br[C:2]1[N:7]2[CH:8]=[C:9]([CH2:11][CH2:12][C:13]3[CH:22]=[CH:21][C:20]4[C:15](=[CH:16][CH:17]=[CH:18][CH:19]=4)[N:14]=3)[N:10]=[C:6]2[C:5]([N:23]2[CH2:28][CH2:27][O:26][CH2:25][CH2:24]2)=[N:4][CH:3]=1.CC1(C)OB([C:35]2[CH:40]=[CH:39][C:38]([N:41]3[C:45](=[O:46])[N:44]([CH2:47][O:48][CH2:49][CH2:50][Si:51]([CH3:54])([CH3:53])[CH3:52])[NH:43][NH:42]3)=[CH:37][CH:36]=2)OC1(C)C. No catalyst specified. The product is [O:26]1[CH2:27][CH2:28][N:23]([C:5]2[C:6]3[N:7]([CH:8]=[C:9]([CH2:11][CH2:12][C:13]4[CH:22]=[CH:21][C:20]5[C:15](=[CH:16][CH:17]=[CH:18][CH:19]=5)[N:14]=4)[N:10]=3)[C:2]([C:35]3[CH:40]=[CH:39][C:38]([N:41]4[C:45](=[O:46])[N:44]([CH2:47][O:48][CH2:49][CH2:50][Si:51]([CH3:54])([CH3:53])[CH3:52])[N:43]=[N:42]4)=[CH:37][CH:36]=3)=[CH:3][N:4]=2)[CH2:24][CH2:25]1. The yield is 0.310.